The task is: Binary Classification. Given a miRNA mature sequence and a target amino acid sequence, predict their likelihood of interaction.. This data is from Experimentally validated miRNA-target interactions with 360,000+ pairs, plus equal number of negative samples. (1) The miRNA is hsa-miR-8061 with sequence CUUAGAUUAGAGGAUAUUGUU. The protein sequence of the target gene is MSWLFPLAKSASSSAAGSPAGLTSLQQQKQRLIESLRNSHSSIAEIQKDVEYRLPFTVNNLTININILLPPQFPQEKPVISVYPPIRHHLMDSQGLYVTSPLVSNFTMHSDLGKIIQSLLDEFWKNPPVLAPTSTTFPYLYSNPGGMPPYPSQGFPFLPPYPPPEANRNITSLSVADTVSSSTTSYTAAKPVAPSFGILSSLPLPVPTTESSASVNQNGFGYKMPDIPDAFPELSELSVSQLTDMNEQEEVLLEQFLMLPQLKQIITDKEDLVKNIEELARKNLLLEHSLEGKRQTVLDK.... Result: 0 (no interaction). (2) The miRNA is hsa-miR-7706 with sequence UGAAGCGCCUGUGCUCUGCCGAGA. The protein sequence of the target gene is MFNLMKKDKDKDGGRKEKKEKKEKKERMSAAELRSLEEMSMRRGFFNLNRSSKRESKTRLEISNPIPIKVASGSDLHLTDIDSDSNRGSIILDSGHLSTASSSDDLKGEEGSFRGSVLQRAAKFGSLAKQNSQMIVKRFSFSQRSRDESASETSTPSEHSAAPSPQVEVRTLEGQLMQHPGLGIPRPGPRSRVPELVTKRFPADLRLPALVPPPPPALRELELQRRPTGDFGFSLRRTTMLDRAPEGQAYRRVVHFAEPGAGTKDLALGLVPGDRLVEINGQNVENKSRDEIVEMIRQSG.... Result: 0 (no interaction). (3) The miRNA is hsa-miR-4656 with sequence UGGGCUGAGGGCAGGAGGCCUGU. The protein sequence of the target gene is MLRVLPRALRLPCSWRFSGARDCASHATTRTPEIQVQALTGPNQGITEILMNRPNARNALGNVFVSELLEALAQLREDQQVRVLLFRSAVKGVFCAGADLKEREQMSDVEVGTFVQRLRGLMSEIAAFPVPTIAAMDGFALGGGLELALACDLRIAASSAVMGLIETTRGLLPGAGGTQRLPRCLGVALAKELIFTGRRLNGAQARELGLVNHAVAQNEEGNAAYHRALALAQEILPQAPIAVRLGKVAIDRGMEVDIASGMAIEQMCYAQNIPTQDRLEGMAAFREKRAPKFVGK. Result: 0 (no interaction). (4) The miRNA is hsa-miR-6831-5p with sequence UAGGUAGAGUGUGAGGAGGAGGUC. Result: 0 (no interaction). The protein sequence of the target gene is MEPGTNSFQVEFPDFSSTILQKLNQQRQQGQLCDVSIVVQGHIFQAHKAVLAASSPYFCDQVLLKNSRRIVLPDVMNPRVFENILLFSYTGRLVMPAPEIVSYLTAASFLQMWHVVDKCTEVLEGNPTVLCQKLNHGSDHQSPSSSNYNGLVESFELGSGGHTDFPKAQELRDGENEEESTKDELSSQVTEHEYLPSNSSTEHDRLSTEMASQDGEEGTNDSTEFHYTRPLYSKPSIMAHRRWIHVKPERLEQAWDGMDVHAAYDEHQVTESVNTMQTDHSAQPSGAEEEFQIVEKKVEV.... (5) The miRNA is cel-miR-43-3p with sequence UAUCACAGUUUACUUGCUGUCGC. The protein sequence of the target gene is MGPAGSALSSGQMQMQMVLWGSLAAVAMFFLITFLILLCSSCDRDKKPRQHSGDHESLMNVPSDKEMFSHSATSLTTDALASSEQNGVLTNGDILSEDSTMTCMQHYEEVQTSASDLLDSQDSTGKAKCHQSRELPRIPPENAVDAMLTARAADGDSGPGVEGPYEVLKDSSSQENMVEDCLYETVKEIKEVADKSQGGKSKSTSALKELQGAHAEGKADFAEYASVDRNKKCRHSTNAESILGTSSDLDEETPPPVPVKLLDENANLPEKGEHGAEEQAPEAPSGHSKRFSSLSYKSRE.... Result: 0 (no interaction).